Dataset: Forward reaction prediction with 1.9M reactions from USPTO patents (1976-2016). Task: Predict the product of the given reaction. (1) Given the reactants I[C:2]1[N:7]=[C:6]([NH:8][C:9](=[O:15])[O:10][C:11]([CH3:14])([CH3:13])[CH3:12])[CH:5]=[CH:4][CH:3]=1.C(N(CC)CC)C.[C:23]([C:25]1[CH:26]=[C:27]([CH:29]=[CH:30][CH:31]=1)[NH2:28])#[CH:24], predict the reaction product. The product is: [NH2:28][C:27]1[CH:26]=[C:25]([C:23]#[C:24][C:2]2[N:7]=[C:6]([NH:8][C:9](=[O:15])[O:10][C:11]([CH3:14])([CH3:13])[CH3:12])[CH:5]=[CH:4][CH:3]=2)[CH:31]=[CH:30][CH:29]=1. (2) Given the reactants N[C:2]1[C:7]([OH:8])=[CH:6][C:5]([Br:9])=[CH:4][N:3]=1.[CH2:10]([NH2:16])[C:11]1[O:15][CH:14]=[CH:13][CH:12]=1, predict the reaction product. The product is: [Br:9][C:5]1[CH:6]=[C:7]([OH:8])[CH:2]=[N:3][CH:4]=1.[CH2:10]([NH2:16])[C:11]1[O:15][CH:14]=[CH:13][CH:12]=1. (3) Given the reactants [Br:1][C:2]1[CH:10]=[CH:9][C:5]([C:6]([OH:8])=[O:7])=[C:4]([CH2:11][CH3:12])[CH:3]=1.O=S(Cl)Cl.[CH3:17]O, predict the reaction product. The product is: [Br:1][C:2]1[CH:10]=[CH:9][C:5]([C:6]([O:8][CH3:17])=[O:7])=[C:4]([CH2:11][CH3:12])[CH:3]=1. (4) The product is: [F:13][C:14]1[CH:21]=[CH:20][CH:19]=[CH:18][C:15]=1[CH2:16][N:1]1[C:5]2=[N:6][CH:7]=[CH:8][CH:9]=[C:4]2[C:3]([O:10][CH2:16][C:15]2[CH:18]=[CH:19][CH:20]=[CH:21][C:14]=2[F:13])=[N:2]1. Given the reactants [NH:1]1[C:5]2=[N:6][CH:7]=[CH:8][CH:9]=[C:4]2[C:3]([OH:10])=[N:2]1.[OH-].[Na+].[F:13][C:14]1[CH:21]=[CH:20][CH:19]=[CH:18][C:15]=1[CH2:16]Cl.O, predict the reaction product. (5) Given the reactants CS(C)=O.C(Cl)(=O)C(Cl)=O.[CH2:11]([O:18][C:19]1[CH:24]=[CH:23][C:22]([C@@H:25]2[CH2:30][CH2:29][N:28]([C:31]([O:33][C:34]([CH3:37])([CH3:36])[CH3:35])=[O:32])[CH2:27][C@H:26]2[OH:38])=[CH:21][CH:20]=1)[C:12]1[CH:17]=[CH:16][CH:15]=[CH:14][CH:13]=1.C(N(CC)CC)C, predict the reaction product. The product is: [CH2:11]([O:18][C:19]1[CH:24]=[CH:23][C:22]([CH:25]2[CH2:30][CH2:29][N:28]([C:31]([O:33][C:34]([CH3:36])([CH3:35])[CH3:37])=[O:32])[CH2:27][C:26]2=[O:38])=[CH:21][CH:20]=1)[C:12]1[CH:13]=[CH:14][CH:15]=[CH:16][CH:17]=1.